Dataset: Reaction yield outcomes from USPTO patents with 853,638 reactions. Task: Predict the reaction yield, written as a fraction of the theoretical maximum amount of product (1.0 means a 100% yield; for example, 0.34 means a 34% yield). The reactants are [N+:1]([C:4]1[CH:12]=[C:8]([C:9]([OH:11])=[O:10])[C:7]([NH2:13])=[CH:6][CH:5]=1)([O-:3])=[O:2].[CH:14]1C=CC=CC=1.S(=O)(=O)(O)O. The catalyst is CO.CCOC(C)=O. The product is [NH2:13][C:7]1[CH:6]=[CH:5][C:4]([N+:1]([O-:3])=[O:2])=[CH:12][C:8]=1[C:9]([O:11][CH3:14])=[O:10]. The yield is 0.820.